This data is from Reaction yield outcomes from USPTO patents with 853,638 reactions. The task is: Predict the reaction yield, written as a fraction of the theoretical maximum amount of product (1.0 means a 100% yield; for example, 0.34 means a 34% yield). (1) The catalyst is O=[Os](=O)(=O)=O. The reactants are C([C:4]1[CH:37]=[CH:36][C:7]2[C:8](=[CH:17][CH2:18][CH2:19][N:20]3[CH2:25][CH2:24][C:23]([C:27]4[CH:32]=[CH:31][C:30]([Cl:33])=[CH:29][CH:28]=4)([OH:26])[C:22]([CH3:35])([CH3:34])[CH2:21]3)[C:9]3[CH:16]=[CH:15][CH:14]=[CH:13][C:10]=3O[CH2:12][C:6]=2[N:5]=1)C=C.[CH2:38]1C[O:41][CH2:40][CH2:39]1.[OH2:43].S(=O)(O)[O-:45].[Na+]. The yield is 0.530. The product is [Cl:33][C:30]1[CH:29]=[CH:28][C:27]([C:23]2([OH:26])[CH2:24][CH2:25][N:20]([CH2:19][CH2:18][CH:17]=[C:8]3[C:7]4[CH:36]=[CH:37][CH:4]=[N:5][C:6]=4[CH2:12][O:43][C:10]4[CH:13]=[CH:14][C:15]([CH2:38][CH:39]([OH:45])[CH2:40][OH:41])=[CH:16][C:9]3=4)[CH2:21][C:22]2([CH3:34])[CH3:35])=[CH:32][CH:31]=1. (2) The reactants are C(OC([N:8]1[CH2:12][CH2:11][CH:10]([NH:13][C:14]2[CH:15]=[N:16][C:17]([O:23][C:24]3[CH:29]=[CH:28][C:27]([O:30][C:31]4[CH:36]=[CH:35][CH:34]=[C:33]([F:37])[CH:32]=4)=[CH:26][CH:25]=3)=[C:18]([C:20](=[O:22])[NH2:21])[CH:19]=2)[CH2:9]1)=O)(C)(C)C.Cl. The catalyst is C(Cl)Cl.O1CCOCC1. The product is [F:37][C:33]1[CH:32]=[C:31]([CH:36]=[CH:35][CH:34]=1)[O:30][C:27]1[CH:28]=[CH:29][C:24]([O:23][C:17]2[N:16]=[CH:15][C:14]([NH:13][CH:10]3[CH2:11][CH2:12][NH:8][CH2:9]3)=[CH:19][C:18]=2[C:20]([NH2:21])=[O:22])=[CH:25][CH:26]=1. The yield is 0.768. (3) The reactants are [CH3:1][C:2]1[C:3]([C:24]([OH:26])=O)=[C:4]([C:18]2[CH:19]=[N:20][CH:21]=[N:22][CH:23]=2)[CH:5]=[C:6]([C:8]2[CH:13]=[CH:12][CH:11]=[C:10]([C:14]([F:17])([F:16])[F:15])[CH:9]=2)[CH:7]=1.C(Cl)(=O)C(Cl)=O.CCN(CC)CC.[N:40]1([CH:45]2[CH2:50][CH2:49][NH:48][CH2:47][CH2:46]2)[CH2:44][CH2:43][CH2:42][CH2:41]1. The catalyst is CN(C=O)C. The product is [CH3:1][C:2]1[C:3]([C:24]([N:48]2[CH2:49][CH2:50][CH:45]([N:40]3[CH2:44][CH2:43][CH2:42][CH2:41]3)[CH2:46][CH2:47]2)=[O:26])=[C:4]([C:18]2[CH:19]=[N:20][CH:21]=[N:22][CH:23]=2)[CH:5]=[C:6]([C:8]2[CH:13]=[CH:12][CH:11]=[C:10]([C:14]([F:15])([F:16])[F:17])[CH:9]=2)[CH:7]=1. The yield is 0.710. (4) The reactants are [NH2:1][C:2]1[C:3]([C:18](O)=[O:19])=[N:4][C:5]([C:8]2[C:13]([C:14]([F:17])([F:16])[F:15])=[CH:12][CH:11]=[CH:10][N:9]=2)=[CH:6][N:7]=1.C(N(C(C)C)C(C)C)C.[NH2:30][C:31]1[C:36]([N:37]2[CH2:42][CH2:41][C:40]([NH:45][C:46](=[O:52])[O:47][C:48]([CH3:51])([CH3:50])[CH3:49])([CH2:43][CH3:44])[CH2:39][CH2:38]2)=[CH:35][CH:34]=[CH:33][N:32]=1. The catalyst is CN(C=O)C. The product is [NH2:1][C:2]1[C:3]([C:18]([NH:30][C:31]2[C:36]([N:37]3[CH2:42][CH2:41][C:40]([NH:45][C:46](=[O:52])[O:47][C:48]([CH3:51])([CH3:50])[CH3:49])([CH2:43][CH3:44])[CH2:39][CH2:38]3)=[CH:35][CH:34]=[CH:33][N:32]=2)=[O:19])=[N:4][C:5]([C:8]2[C:13]([C:14]([F:16])([F:17])[F:15])=[CH:12][CH:11]=[CH:10][N:9]=2)=[CH:6][N:7]=1. The yield is 0.660. (5) The reactants are [CH:1]1([CH2:6][C@@H:7]([C:20]([NH:22][NH:23][C:24]2[C:29]([F:30])=[C:28]([N:31]3[CH2:36][CH2:35][N:34]([CH3:37])[C@H:33]([CH3:38])[CH2:32]3)[N:27]=[C:26]([CH3:39])[N:25]=2)=[O:21])[CH2:8][N:9]([O:12]CC2C=CC=CC=2)[CH:10]=[O:11])[CH2:5][CH2:4][CH2:3][CH2:2]1. The catalyst is CO. The product is [CH:1]1([CH2:6][C@@H:7]([C:20]([NH:22][NH:23][C:24]2[C:29]([F:30])=[C:28]([N:31]3[CH2:36][CH2:35][N:34]([CH3:37])[C@H:33]([CH3:38])[CH2:32]3)[N:27]=[C:26]([CH3:39])[N:25]=2)=[O:21])[CH2:8][N:9]([OH:12])[CH:10]=[O:11])[CH2:5][CH2:4][CH2:3][CH2:2]1. The yield is 0.990. (6) The reactants are [Cl:1][C:2]1[C:3]([CH2:18][CH3:19])=[C:4]([NH:10][C@H:11]([C@H:15]([OH:17])[CH3:16])[C:12]([OH:14])=O)[CH:5]=[CH:6][C:7]=1[C:8]#[N:9].[C:20]([C:22]1[CH:31]=[CH:30][C:25]([C:26]([NH:28][NH2:29])=[O:27])=[CH:24][CH:23]=1)#[N:21].O.ON1C2C=CC=CC=2N=N1.Cl.CN(C)CCCN=C=NCC.C(N(CC)CC)C. The catalyst is C1COCC1. The product is [Cl:1][C:2]1[C:3]([CH2:18][CH3:19])=[C:4]([NH:10][C@H:11]([C@H:15]([OH:17])[CH3:16])[C:12]([NH:29][NH:28][C:26](=[O:27])[C:25]2[CH:24]=[CH:23][C:22]([C:20]#[N:21])=[CH:31][CH:30]=2)=[O:14])[CH:5]=[CH:6][C:7]=1[C:8]#[N:9]. The yield is 0.620.